From a dataset of Peptide-MHC class I binding affinity with 185,985 pairs from IEDB/IMGT. Regression. Given a peptide amino acid sequence and an MHC pseudo amino acid sequence, predict their binding affinity value. This is MHC class I binding data. (1) The MHC is HLA-A03:01 with pseudo-sequence HLA-A03:01. The binding affinity (normalized) is 0.0847. The peptide sequence is KIFKVTGEF. (2) The peptide sequence is SREVISHRL. The MHC is HLA-A01:01 with pseudo-sequence HLA-A01:01. The binding affinity (normalized) is 0.0847. (3) The MHC is HLA-B53:01 with pseudo-sequence HLA-B53:01. The binding affinity (normalized) is 0.213. The peptide sequence is LMARRARSL. (4) The MHC is HLA-A29:02 with pseudo-sequence HLA-A29:02. The peptide sequence is AFPTSCHMFIICF. The binding affinity (normalized) is 0. (5) The peptide sequence is VMWAGPWSS. The MHC is HLA-B18:01 with pseudo-sequence HLA-B18:01. The binding affinity (normalized) is 0.0847. (6) The peptide sequence is YLKKGRLSL. The MHC is HLA-B38:01 with pseudo-sequence HLA-B38:01. The binding affinity (normalized) is 0.0847. (7) The peptide sequence is GAWCYDYTV. The MHC is HLA-A02:01 with pseudo-sequence HLA-A02:01. The binding affinity (normalized) is 1.00. (8) The peptide sequence is RAFGRDWRY. The MHC is HLA-A68:02 with pseudo-sequence HLA-A68:02. The binding affinity (normalized) is 0.0847. (9) The peptide sequence is WPRHRRLSI. The MHC is HLA-B08:01 with pseudo-sequence HLA-B08:01. The binding affinity (normalized) is 0.787. (10) The peptide sequence is AFPTSCHM. The MHC is HLA-B18:01 with pseudo-sequence HLA-B18:01. The binding affinity (normalized) is 0.